Dataset: Peptide-MHC class I binding affinity with 185,985 pairs from IEDB/IMGT. Task: Regression. Given a peptide amino acid sequence and an MHC pseudo amino acid sequence, predict their binding affinity value. This is MHC class I binding data. (1) The peptide sequence is VTFGARASF. The MHC is HLA-A03:01 with pseudo-sequence HLA-A03:01. The binding affinity (normalized) is 0.0847. (2) The peptide sequence is MKAPFSSLKV. The MHC is HLA-B38:01 with pseudo-sequence HLA-B38:01. The binding affinity (normalized) is 0.00477.